The task is: Regression. Given a peptide amino acid sequence and an MHC pseudo amino acid sequence, predict their binding affinity value. This is MHC class I binding data.. This data is from Peptide-MHC class I binding affinity with 185,985 pairs from IEDB/IMGT. (1) The peptide sequence is EVADRVIFM. The MHC is HLA-B18:01 with pseudo-sequence HLA-B18:01. The binding affinity (normalized) is 0.0847. (2) The peptide sequence is VTTEVAFGL. The MHC is HLA-B15:09 with pseudo-sequence HLA-B15:09. The binding affinity (normalized) is 0.0847. (3) The peptide sequence is VAEMDGIQY. The MHC is HLA-A26:01 with pseudo-sequence HLA-A26:01. The binding affinity (normalized) is 0.339. (4) The peptide sequence is EPEKDIRELL. The MHC is HLA-B51:01 with pseudo-sequence HLA-B51:01. The binding affinity (normalized) is 0. (5) The peptide sequence is RAKWNNTLK. The MHC is HLA-A03:01 with pseudo-sequence HLA-A03:01. The binding affinity (normalized) is 0.655. (6) The peptide sequence is LCLSGEGWPY. The MHC is HLA-A26:01 with pseudo-sequence HLA-A26:01. The binding affinity (normalized) is 0. (7) The peptide sequence is LLHSTYFPCF. The MHC is Mamu-A02 with pseudo-sequence Mamu-A02. The binding affinity (normalized) is 0.158.